Dataset: Reaction yield outcomes from USPTO patents with 853,638 reactions. Task: Predict the reaction yield, written as a fraction of the theoretical maximum amount of product (1.0 means a 100% yield; for example, 0.34 means a 34% yield). (1) No catalyst specified. The yield is 0.970. The product is [CH3:19][O:12][C:11](=[O:13])[CH2:10][C:7]1[CH:6]=[CH:5][C:4]([N+:1]([O-:3])=[O:2])=[CH:9][CH:8]=1. The reactants are [N+:1]([C:4]1[CH:9]=[CH:8][C:7]([CH2:10][C:11]([OH:13])=[O:12])=[CH:6][CH:5]=1)([O-:3])=[O:2].S(=O)(=O)(O)O.[CH3:19]O. (2) The reactants are Cl[C:2]1[N:11]=[C:10]([NH:12][CH2:13][C:14]2([N:18]([CH2:26][C:27]3[CH:32]=[CH:31][CH:30]=[CH:29][CH:28]=3)[CH2:19][C:20]3[CH:25]=[CH:24][CH:23]=[CH:22][CH:21]=3)[CH2:17][O:16][CH2:15]2)[C:9]2[C:4](=[CH:5][CH:6]=[C:7]([CH3:33])[CH:8]=2)[N:3]=1.[F:34][C:35]1([F:46])[C:41]2[CH:42]=[CH:43][CH:44]=[CH:45][C:40]=2[CH2:39][NH:38][CH2:37][CH2:36]1.C(N(CC)CC)C.O. The catalyst is CN(C)C=O. The product is [CH2:19]([N:18]([CH2:26][C:27]1[CH:32]=[CH:31][CH:30]=[CH:29][CH:28]=1)[C:14]1([CH2:13][NH:12][C:10]2[C:9]3[C:4](=[CH:5][CH:6]=[C:7]([CH3:33])[CH:8]=3)[N:3]=[C:2]([N:38]3[CH2:37][CH2:36][C:35]([F:34])([F:46])[C:41]4[CH:42]=[CH:43][CH:44]=[CH:45][C:40]=4[CH2:39]3)[N:11]=2)[CH2:17][O:16][CH2:15]1)[C:20]1[CH:25]=[CH:24][CH:23]=[CH:22][CH:21]=1. The yield is 0.720. (3) The yield is 0.726. The catalyst is ClCCl. The product is [CH2:1]([O:8][C:9](=[O:12])[CH2:10][NH:11][C:13](=[O:14])[CH2:15][C:25]([O:24][C:20]([CH3:21])([CH3:22])[CH3:23])=[O:31])[C:2]1[CH:7]=[CH:6][CH:5]=[CH:4][CH:3]=1. The reactants are [CH2:1]([O:8][C:9](=[O:12])[CH2:10][NH2:11])[C:2]1[CH:7]=[CH:6][CH:5]=[CH:4][CH:3]=1.[C:13](O)([C:15](F)(F)F)=[O:14].[C:20]([O:24][C:25](=[O:31])NCC(=O)N)([CH3:23])([CH3:22])[CH3:21].CCN=C=NCCCN(C)C.Cl.C(N(CC)CC)C. (4) The reactants are [NH2:1][C@H:2]([C:13](O)=[O:14])[CH2:3][C:4]1[C:12]2[C:7](=[CH:8][CH:9]=[CH:10][CH:11]=2)[NH:6][CH:5]=1. The catalyst is CO[2H]. The product is [NH2:1][C@@H:2]([CH2:3][C:4]1[C:12]2[C:7](=[CH:8][CH:9]=[CH:10][CH:11]=2)[NH:6][CH:5]=1)[CH2:13][OH:14]. The yield is 0.920. (5) The reactants are [NH2:1][CH2:2][C:3]1[CH:8]=[CH:7][C:6]([C:9]2[C:14]([CH3:15])=[CH:13][CH:12]=[C:11]([NH:16][C:17]([C:19]3([C:22]4[CH:30]=[CH:29][C:25]5[O:26][CH2:27][O:28][C:24]=5[CH:23]=4)[CH2:21][CH2:20]3)=[O:18])[CH:10]=2)=[CH:5][CH:4]=1.[CH2:31]([S:34](Cl)(=[O:36])=[O:35])[CH2:32][CH3:33].CCN(CC)CC. The catalyst is ClCCl. The product is [O:26]1[C:25]2[CH:29]=[CH:30][C:22]([C:19]3([C:17]([NH:16][C:11]4[CH:10]=[C:9]([C:6]5[CH:5]=[CH:4][C:3]([CH2:2][NH:1][S:34]([CH2:31][CH2:32][CH3:33])(=[O:36])=[O:35])=[CH:8][CH:7]=5)[C:14]([CH3:15])=[CH:13][CH:12]=4)=[O:18])[CH2:20][CH2:21]3)=[CH:23][C:24]=2[O:28][CH2:27]1. The yield is 0.100.